The task is: Predict the product of the given reaction.. This data is from Forward reaction prediction with 1.9M reactions from USPTO patents (1976-2016). (1) Given the reactants [NH2:1][C@@H:2]([C:7]([OH:9])=[O:8])[C:3]([SH:6])([CH3:5])[CH3:4].[CH2:10]1CCN2C(=NCCC2)C[CH2:11]1.C[Si](Cl)(C)C, predict the reaction product. The product is: [CH3:4][C:3]1([CH3:5])[S:6][CH2:11][CH2:10][NH:1][C@H:2]1[C:7]([OH:9])=[O:8]. (2) The product is: [C:91]([O:95][C:96]([N:98]1[CH:103]([C:104]2[NH:105][C:106]([C:109]3[CH:110]=[CH:111][C:112]([C:78]4[CH:77]=[CH:76][C:75]5[C:80](=[CH:81][CH:82]=[C:73]([C:70]6[NH:69][C:68]([CH:64]7[CH2:65][CH2:66][CH2:67][N:63]7[C:61](=[O:62])[CH:60]([NH:59][C:58]([O:57][CH3:56])=[O:90])[CH:84]7[CH2:89][CH2:88][O:87][CH2:86][CH2:85]7)=[N:72][CH:71]=6)[CH:74]=5)[CH:79]=4)=[CH:113][CH:114]=3)=[CH:107][N:108]=2)[CH:102]2[CH2:124][CH:99]1[CH2:100][CH2:101]2)=[O:97])([CH3:94])([CH3:93])[CH3:92]. Given the reactants C(OC(N1CC(=C)CC1C1NC(C2C=CC(C3C=CC4C(=CC=C(C5NC(C6CCCN6C(=O)C(NC(OC)=O)C(C)C)=NC=5)C=4)C=3)=CC=2)=CN=1)=O)(C)(C)C.[CH3:56][O:57][C:58](=[O:90])[NH:59][CH:60]([CH:84]1[CH2:89][CH2:88][O:87][CH2:86][CH2:85]1)[C:61]([N:63]1[CH2:67][CH2:66][CH2:65][CH:64]1[C:68]1[NH:69][C:70]([C:73]2[CH:82]=[CH:81][C:80]3[C:75](=[CH:76][CH:77]=[C:78](Br)[CH:79]=3)[CH:74]=2)=[CH:71][N:72]=1)=[O:62].[C:91]([O:95][C:96]([N:98]1[CH:103]([C:104]2[NH:105][C:106]([C:109]3[CH:114]=[CH:113][C:112](B4OC(C)(C)C(C)(C)O4)=[CH:111][CH:110]=3)=[CH:107][N:108]=2)[CH:102]2[CH2:124][CH:99]1[CH2:100][CH2:101]2)=[O:97])([CH3:94])([CH3:93])[CH3:92], predict the reaction product. (3) The product is: [Br:1][C:2]1[C:10]2[C:9]([NH:23][C:15]3[CH:16]=[C:17]4[C:21](=[CH:22][C:14]=3[O:13][CH3:12])[NH:20][N:19]=[CH:18]4)=[N:8][CH:7]=[N:6][C:5]=2[NH:4][CH:3]=1. Given the reactants [Br:1][C:2]1[C:10]2[C:9](Cl)=[N:8][CH:7]=[N:6][C:5]=2[NH:4][CH:3]=1.[CH3:12][O:13][C:14]1[CH:22]=[C:21]2[C:17]([CH:18]=[N:19][NH:20]2)=[CH:16][C:15]=1[NH2:23], predict the reaction product.